From a dataset of Forward reaction prediction with 1.9M reactions from USPTO patents (1976-2016). Predict the product of the given reaction. (1) Given the reactants CN(C)C=O.Cl[C:7]1[CH:12]=[C:11]([O:13][CH2:14][C:15]#[C:16][CH3:17])[N:10]=[CH:9][N:8]=1.C(=O)([O-])[O-].[K+].[K+].[NH:24]1[CH2:29][CH2:28][CH2:27][CH2:26][CH2:25]1, predict the reaction product. The product is: [CH2:14]([O:13][C:11]1[CH:12]=[C:7]([N:24]2[CH2:29][CH2:28][CH2:27][CH2:26][CH2:25]2)[N:8]=[CH:9][N:10]=1)[C:15]#[C:16][CH3:17]. (2) The product is: [CH2:29]([C:3]1([CH2:1][CH3:2])[N:12]2[CH2:13][CH2:14][C:15]3[C:20]([CH:11]2[CH:10]([CH3:24])[C:9]2[CH:8]=[CH:7][C:6]([O:25][CH3:26])=[C:5]([O:27][CH3:28])[C:4]1=2)=[CH:19][C:18]1[O:21][CH2:22][O:23][C:17]=1[CH:16]=3)[CH3:30]. Given the reactants [CH2:1]([C:3]1([CH2:29][CH3:30])[N:12]2[CH2:13][CH2:14][C:15]3[C:20]([C:11]2=[C:10]([CH3:24])[C:9]2[CH:8]=[CH:7][C:6]([O:25][CH3:26])=[C:5]([O:27][CH3:28])[C:4]1=2)=[CH:19][C:18]1[O:21][CH2:22][O:23][C:17]=1[CH:16]=3)[CH3:2].[BH4-].[Na+], predict the reaction product. (3) Given the reactants [C:1](#[N:8])[C:2]1[CH:7]=[CH:6][CH:5]=[CH:4][CH:3]=1.C(=O)([O-])[O-].[K+].[K+].Cl.[NH2:16][OH:17], predict the reaction product. The product is: [OH:17]/[N:16]=[C:1](/[NH2:8])\[C:2]1[CH:7]=[CH:6][CH:5]=[CH:4][CH:3]=1. (4) Given the reactants CC1[NH:3][C:4]2[C:9]([CH:10]=1)=[CH:8][C:7](O)=[CH:6][CH:5]=2.F[C:13]1[CH:22]=[C:21]([F:23])[CH:20]=[CH:19][C:14]=1[C:15]([O:17][CH3:18])=[O:16].FC1C=C(F)C=CC=1C(OCC)=[O:28], predict the reaction product. The product is: [NH2:3][C:4]1[C:9]([CH3:10])=[C:8]([CH:7]=[CH:6][CH:5]=1)[O:28][C:13]1[CH:22]=[C:21]([F:23])[CH:20]=[CH:19][C:14]=1[C:15]([O:17][CH3:18])=[O:16]. (5) The product is: [CH3:32][S:29]([OH:33])(=[O:31])=[O:30].[CH3:1][O:2][C:3]1[CH:4]=[C:5]([CH:26]=[CH:27][CH:28]=1)[C:6]([NH:8][C@H:9]1[CH2:14][CH2:13][C@@H:12]([NH:15][C:16]2[CH:25]=[CH:24][C:23]3[C:18](=[CH:19][CH:20]=[CH:21][CH:22]=3)[N:17]=2)[CH2:11][CH2:10]1)=[O:7]. Given the reactants [CH3:1][O:2][C:3]1[CH:4]=[C:5]([CH:26]=[CH:27][CH:28]=1)[C:6]([NH:8][C@H:9]1[CH2:14][CH2:13][C@@H:12]([NH:15][C:16]2[CH:25]=[CH:24][C:23]3[C:18](=[CH:19][CH:20]=[CH:21][CH:22]=3)[N:17]=2)[CH2:11][CH2:10]1)=[O:7].[S:29]([OH:33])([CH3:32])(=[O:31])=[O:30], predict the reaction product. (6) Given the reactants [Cl:1][C:2]1[CH:7]=[CH:6][C:5]([CH:8]([C:34]2[CH:39]=[CH:38][C:37]([Cl:40])=[CH:36][CH:35]=2)[C:9]2[CH:10]=[C:11]3[C:16](=[CH:17][CH:18]=2)[N:15]=[C:14]([O:19][CH2:20][CH2:21][NH:22][S:23]([CH3:26])(=[O:25])=[O:24])[N:13]=[C:12]3[NH:27][CH:28]2[CH2:33][CH2:32][NH:31][CH2:30][CH2:29]2)=[CH:4][CH:3]=1.C(N(CC)CC)C.Cl[S:49]([C:52]1[CH:60]=[CH:59][C:55]([C:56]([OH:58])=[O:57])=[CH:54][CH:53]=1)(=[O:51])=[O:50], predict the reaction product. The product is: [Cl:1][C:2]1[CH:3]=[CH:4][C:5]([CH:8]([C:34]2[CH:39]=[CH:38][C:37]([Cl:40])=[CH:36][CH:35]=2)[C:9]2[CH:10]=[C:11]3[C:16](=[CH:17][CH:18]=2)[N:15]=[C:14]([O:19][CH2:20][CH2:21][NH:22][S:23]([CH3:26])(=[O:24])=[O:25])[N:13]=[C:12]3[NH:27][CH:28]2[CH2:29][CH2:30][N:31]([S:49]([C:52]3[CH:53]=[CH:54][C:55]([C:56]([OH:58])=[O:57])=[CH:59][CH:60]=3)(=[O:51])=[O:50])[CH2:32][CH2:33]2)=[CH:6][CH:7]=1.